From a dataset of Reaction yield outcomes from USPTO patents with 853,638 reactions. Predict the reaction yield, written as a fraction of the theoretical maximum amount of product (1.0 means a 100% yield; for example, 0.34 means a 34% yield). The reactants are [OH-].[K+].C(O[CH2:6][CH2:7][CH2:8][CH2:9][O:10][CH2:11][CH3:12])C.O.[CH:14]#[CH:15]. The catalyst is C1(O)C=CC=CC=1.CN1CCCC1=O. The product is [CH:11]([O:10][C:9]1[CH:8]=[CH:7][CH:6]=[CH:15][CH:14]=1)=[CH2:12]. The yield is 0.805.